From a dataset of Forward reaction prediction with 1.9M reactions from USPTO patents (1976-2016). Predict the product of the given reaction. (1) Given the reactants [N+:1]([C:4]1[C:9](F)=[CH:8][CH:7]=[CH:6][C:5]=1[NH:11][S:12]([C:15]1[CH:20]=[CH:19][CH:18]=[CH:17][CH:16]=1)(=[O:14])=[O:13])([O-])=O.[C:21]([N:28]1[CH2:33][CH2:32][NH:31][CH2:30][CH2:29]1)([O:23][C:24]([CH3:27])([CH3:26])[CH3:25])=[O:22].C([O-])([O-])=O.[K+].[K+], predict the reaction product. The product is: [NH2:1][C:4]1[CH:9]=[CH:8][C:7]([N:31]2[CH2:30][CH2:29][N:28]([C:21]([O:23][C:24]([CH3:27])([CH3:26])[CH3:25])=[O:22])[CH2:33][CH2:32]2)=[CH:6][C:5]=1[NH:11][S:12]([C:15]1[CH:20]=[CH:19][CH:18]=[CH:17][CH:16]=1)(=[O:14])=[O:13]. (2) Given the reactants [F:1][C:2]1[CH:7]=[CH:6][C:5]([S:8]([O:10]C)=[O:9])=[CH:4][CH:3]=1.[S:12](=[N:15][CH:16]=[O:17])(=[O:14])=[O:13].[NH:18]([CH:22](C)C)[CH:19](C)C, predict the reaction product. The product is: [S:12](=[N:15][CH:16]=[O:17])(=[O:14])=[O:13].[F:1][C:2]1[CH:7]=[CH:6][C:5]([S:8]([CH2:22][N+:18]#[C-:19])(=[O:10])=[O:9])=[CH:4][CH:3]=1. (3) Given the reactants [CH:1]([C:4]1[N:5]=[C:6]([C:9]2[CH:18]=[C:17]([O:19][CH2:20][CH2:21][C@@H:22]3[NH:36][C:35](=[O:37])[N:34]([CH3:38])[CH2:33][CH2:32][CH2:31][CH2:30][CH:29]=[CH:28][C@H:27]4[C@@:25]([C:39]([OH:41])=O)([CH2:26]4)[NH:24][C:23]3=[O:42])[C:16]3[C:11](=[C:12]([Cl:45])[C:13]([O:43][CH3:44])=[CH:14][CH:15]=3)[N:10]=2)[S:7][CH:8]=1)([CH3:3])[CH3:2].[CH3:46][N:47]([CH3:52])[S:48]([NH2:51])(=[O:50])=[O:49], predict the reaction product. The product is: [Cl:45][C:12]1[C:13]([O:43][CH3:44])=[CH:14][CH:15]=[C:16]2[C:11]=1[N:10]=[C:9]([C:6]1[S:7][CH:8]=[C:4]([CH:1]([CH3:3])[CH3:2])[N:5]=1)[CH:18]=[C:17]2[O:19][CH2:20][CH2:21][C@@H:22]1[NH:36][C:35](=[O:37])[N:34]([CH3:38])[CH2:33][CH2:32][CH2:31][CH2:30][CH:29]=[CH:28][C@H:27]2[C@@:25]([C:39]([NH:51][S:48](=[O:50])(=[O:49])[N:47]([CH3:52])[CH3:46])=[O:41])([CH2:26]2)[NH:24][C:23]1=[O:42].